Regression. Given two drug SMILES strings and cell line genomic features, predict the synergy score measuring deviation from expected non-interaction effect. From a dataset of NCI-60 drug combinations with 297,098 pairs across 59 cell lines. Drug 1: CC12CCC(CC1=CCC3C2CCC4(C3CC=C4C5=CN=CC=C5)C)O. Drug 2: CC1C(C(=O)NC(C(=O)N2CCCC2C(=O)N(CC(=O)N(C(C(=O)O1)C(C)C)C)C)C(C)C)NC(=O)C3=C4C(=C(C=C3)C)OC5=C(C(=O)C(=C(C5=N4)C(=O)NC6C(OC(=O)C(N(C(=O)CN(C(=O)C7CCCN7C(=O)C(NC6=O)C(C)C)C)C)C(C)C)C)N)C. Cell line: OVCAR3. Synergy scores: CSS=31.9, Synergy_ZIP=32.6, Synergy_Bliss=30.2, Synergy_Loewe=29.1, Synergy_HSA=29.3.